This data is from Catalyst prediction with 721,799 reactions and 888 catalyst types from USPTO. The task is: Predict which catalyst facilitates the given reaction. (1) Product: [CH2:1]([C@:8]12[CH2:23][CH2:22][C:21](=[O:24])[CH2:20][C@@H:9]1[CH2:10][CH2:11][CH2:12][C:13]1[CH:18]=[C:17]([O:19][S:32]([C:35]([F:38])([F:37])[F:36])(=[O:34])=[O:33])[CH:16]=[CH:15][C:14]2=1)[C:2]1[CH:3]=[CH:4][CH:5]=[CH:6][CH:7]=1.[CH2:1]([C@@:8]12[CH2:23][CH2:22][C:21](=[O:24])[CH2:20][C@H:9]1[CH2:10][CH2:11][CH2:12][C:13]1[CH:18]=[C:17]([O:19][S:32]([C:35]([F:38])([F:37])[F:36])(=[O:34])=[O:33])[CH:16]=[CH:15][C:14]2=1)[C:2]1[CH:3]=[CH:4][CH:5]=[CH:6][CH:7]=1. Reactant: [CH2:1]([C:8]12[CH2:23][CH2:22][C:21](=[O:24])[CH2:20][CH:9]1[CH2:10][CH2:11][CH2:12][C:13]1[CH:18]=[C:17]([OH:19])[CH:16]=[CH:15][C:14]=12)[C:2]1[CH:7]=[CH:6][CH:5]=[CH:4][CH:3]=1.C1C=CC(N([S:32]([C:35]([F:38])([F:37])[F:36])(=[O:34])=[O:33])[S:32]([C:35]([F:38])([F:37])[F:36])(=[O:34])=[O:33])=CC=1.CCN(C(C)C)C(C)C. The catalyst class is: 2. (2) Reactant: [C:1]([O:5][C:6]([N:8]1[CH2:13][CH2:12][CH:11]([C:14](=[O:16])[CH3:15])[CH2:10][CH2:9]1)=[O:7])([CH3:4])([CH3:3])[CH3:2].[C:17]1([C:23]#[C:24][Mg]Br)[CH:22]=[CH:21][CH:20]=[CH:19][CH:18]=1. Product: [OH:16][C:14]([CH:11]1[CH2:10][CH2:9][N:8]([C:6]([O:5][C:1]([CH3:2])([CH3:4])[CH3:3])=[O:7])[CH2:13][CH2:12]1)([CH3:15])[C:24]#[C:23][C:17]1[CH:22]=[CH:21][CH:20]=[CH:19][CH:18]=1. The catalyst class is: 1.